Dataset: Forward reaction prediction with 1.9M reactions from USPTO patents (1976-2016). Task: Predict the product of the given reaction. (1) Given the reactants [F:1][C:2]([F:17])([F:16])[C:3]([NH:5][C:6]([CH3:15])([CH3:14])[CH2:7][C:8]1[CH:13]=[CH:12][CH:11]=[CH:10][CH:9]=1)=[O:4].S(=O)(=O)(O)O.II.O.O.[I:27](O)(=O)(=O)=O, predict the reaction product. The product is: [F:1][C:2]([F:16])([F:17])[C:3]([NH:5][C:6]([CH3:15])([CH3:14])[CH2:7][C:8]1[CH:13]=[CH:12][C:11]([I:27])=[CH:10][CH:9]=1)=[O:4]. (2) The product is: [ClH:26].[NH:1]([C:3]1[S:4]/[C:5](=[CH:9]\[C:10]2[CH:11]=[C:12]3[C:17](=[CH:18][CH:19]=2)[N:16]=[CH:15][C:14]([C:20]#[N:21])=[C:13]3[O:22][CH:23]([CH3:25])[CH3:24])/[C:6](=[O:8])[N:7]=1)[NH2:2]. Given the reactants [NH:1]([C:3]1[S:4]/[C:5](=[CH:9]\[C:10]2[CH:11]=[C:12]3[C:17](=[CH:18][CH:19]=2)[N:16]=[CH:15][C:14]([C:20]#[N:21])=[C:13]3[O:22][CH:23]([CH3:25])[CH3:24])/[C:6](=[O:8])[N:7]=1)[NH2:2].[ClH:26], predict the reaction product. (3) The product is: [CH3:29][Si:30]([CH3:32])([CH3:31])[C:33]#[C:34][C:4]1[N:5]=[CH:6][CH:1]=[CH:2][C:3]=1[C:8]#[N:9]. Given the reactants [CH:1]1[CH:6]=[N:5][C:4](Cl)=[C:3]([C:8]#[N:9])[CH:2]=1.C1(P(C2C=CC=CC=2)C2C=CC=CC=2)C=CC=CC=1.[CH3:29][Si:30]([C:33]#[CH:34])([CH3:32])[CH3:31], predict the reaction product. (4) Given the reactants [Si:1]([O:18][CH2:19][CH2:20][O:21][C:22]1[CH:27]=[CH:26][C:25](/[CH:28]=[CH:29]/[C:30](O)=[O:31])=[C:24]([O:33][C:34]2[C:39]([Cl:40])=[CH:38][C:37]([C:41]([F:44])([F:43])[F:42])=[CH:36][N:35]=2)[CH:23]=1)([C:14]([CH3:17])([CH3:16])[CH3:15])([C:8]1[CH:13]=[CH:12][CH:11]=[CH:10][CH:9]=1)[C:2]1[CH:7]=[CH:6][CH:5]=[CH:4][CH:3]=1.Cl.C(N=C=NCCCN(C)C)C.[CH2:57]([S:62]([NH2:65])(=[O:64])=[O:63])[CH2:58][CH2:59][CH2:60][CH3:61].Cl, predict the reaction product. The product is: [Si:1]([O:18][CH2:19][CH2:20][O:21][C:22]1[CH:27]=[CH:26][C:25](/[CH:28]=[CH:29]/[C:30]([NH:65][S:62]([CH2:57][CH2:58][CH2:59][CH2:60][CH3:61])(=[O:64])=[O:63])=[O:31])=[C:24]([O:33][C:34]2[C:39]([Cl:40])=[CH:38][C:37]([C:41]([F:42])([F:43])[F:44])=[CH:36][N:35]=2)[CH:23]=1)([C:14]([CH3:17])([CH3:16])[CH3:15])([C:8]1[CH:9]=[CH:10][CH:11]=[CH:12][CH:13]=1)[C:2]1[CH:7]=[CH:6][CH:5]=[CH:4][CH:3]=1.